From a dataset of Reaction yield outcomes from USPTO patents with 853,638 reactions. Predict the reaction yield, written as a fraction of the theoretical maximum amount of product (1.0 means a 100% yield; for example, 0.34 means a 34% yield). (1) The reactants are C(OC([N:8]1[CH2:13][CH2:12][C@H:11]([C:14]2[CH:19]=[CH:18][C:17]([O:20][CH2:21][CH2:22][O:23][C:24]3[C:29]([Cl:30])=[CH:28][C:27]([CH3:31])=[CH:26][C:25]=3[Cl:32])=[CH:16][CH:15]=2)[C@@H:10]([C:33](=[O:51])[N:34]([CH2:38]C2C=C(Cl)C=CC=2CCCOC)[CH:35]2[CH2:37][CH2:36]2)[CH2:9]1)=O)(C)(C)C.Cl.[CH2:53]([Cl:55])Cl. The catalyst is O1CCOCC1. The product is [Cl:55][C:53]1[CH:18]=[CH:19][C:14]([CH2:15][CH2:16][CH2:17][O:20][CH3:21])=[CH:11][C:10]=1[CH2:38][N:34]([CH:35]1[CH2:37][CH2:36]1)[C:33]([C@@H:10]1[C@@H:11]([C:14]2[CH:19]=[CH:18][C:17]([O:20][CH2:21][CH2:22][O:23][C:24]3[C:25]([Cl:32])=[CH:26][C:27]([CH3:31])=[CH:28][C:29]=3[Cl:30])=[CH:16][CH:15]=2)[CH2:12][CH2:13][NH:8][CH2:9]1)=[O:51]. The yield is 0.670. (2) The reactants are [CH2:1]([O:3][CH:4]([O:20][CH2:21][CH3:22])[C:5]1[O:13][C:12]2[C:11]([N:14]3[CH2:19][CH2:18][NH:17][CH2:16][CH2:15]3)=[CH:10][N:9]=[CH:8][C:7]=2[CH:6]=1)[CH3:2].[S:23](=[O:27])(=[O:26])(N)[NH2:24].O. The catalyst is O1CCOCC1. The product is [CH2:21]([O:20][CH:4]([O:3][CH2:1][CH3:2])[C:5]1[O:13][C:12]2[C:11]([N:14]3[CH2:19][CH2:18][N:17]([S:23]([NH2:24])(=[O:27])=[O:26])[CH2:16][CH2:15]3)=[CH:10][N:9]=[CH:8][C:7]=2[CH:6]=1)[CH3:22]. The yield is 0.510. (3) The reactants are C([O:8][C:9]1[CH:35]=[CH:34][C:12]([C:13]([C:15]2[CH:31]=[CH:30][C:29]([O:32][CH3:33])=[CH:28][C:16]=2[O:17][C:18]([CH3:27])([CH3:26])[C:19]([O:21][C:22]([CH3:25])([CH3:24])[CH3:23])=[O:20])=[O:14])=[CH:11][CH:10]=1)C1C=CC=CC=1. The catalyst is [C].[Pd].O1CCCC1. The product is [OH:8][C:9]1[CH:10]=[CH:11][C:12]([C:13]([C:15]2[CH:31]=[CH:30][C:29]([O:32][CH3:33])=[CH:28][C:16]=2[O:17][C:18]([CH3:26])([CH3:27])[C:19]([O:21][C:22]([CH3:25])([CH3:24])[CH3:23])=[O:20])=[O:14])=[CH:34][CH:35]=1. The yield is 0.860. (4) The reactants are [F:1][C:2]([F:37])([F:36])[C:3]1[CH:4]=[C:5]([CH:29]=[C:30]([C:32]([F:35])([F:34])[F:33])[CH:31]=1)[CH2:6][NH:7][CH2:8][C:9]1[CH:10]=[N:11][C:12]2[C:17]([C:18]=1[N:19]([CH2:24][CH:25]1[CH2:27][CH2:26]1)[CH2:20][CH:21]1[CH2:23][CH2:22]1)=[CH:16][C:15]([CH3:28])=[CH:14][CH:13]=2.C(=O)([O-])O.[Na+].[N:43]#[C:44]Br. The yield is 0.896. The catalyst is CO.CCOC(C)=O. The product is [CH:21]1([CH2:20][N:19]([CH2:24][CH:25]2[CH2:26][CH2:27]2)[C:18]2[C:17]3[C:12](=[CH:13][CH:14]=[C:15]([CH3:28])[CH:16]=3)[N:11]=[CH:10][C:9]=2[CH2:8][N:7]([CH2:6][C:5]2[CH:29]=[C:30]([C:32]([F:35])([F:34])[F:33])[CH:31]=[C:3]([C:2]([F:36])([F:1])[F:37])[CH:4]=2)[C:44]#[N:43])[CH2:23][CH2:22]1. (5) The reactants are [OH:1][C:2]1[C:7]2[CH2:8][CH:9]=[CH:10][C:11]3[C:12](=[CH:13][C:14]4[CH:15]=[CH:16][N:17]([CH3:20])[C:18]=4[CH:19]=3)[C:6]=2[NH:5][C:4](=[O:21])[C:3]=1[C:22]([OH:24])=[O:23]. The catalyst is C(Cl)Cl.CO.CC(O)=O.[Pd]. The product is [OH:1][C:2]1[C:7]2[CH2:8][CH2:9][CH2:10][C:11]3[C:12](=[CH:13][C:14]4[CH:15]=[CH:16][N:17]([CH3:20])[C:18]=4[CH:19]=3)[C:6]=2[NH:5][C:4](=[O:21])[C:3]=1[C:22]([OH:24])=[O:23]. The yield is 0.530. (6) The reactants are N([O-])=O.[Na+].[Br:5][C:6]1[C:11]([C:12]([F:15])([F:14])[F:13])=[CH:10][C:9](N)=[C:8]([S:17]([C:20]2[CH:25]=[CH:24][CH:23]=[CH:22][CH:21]=2)(=[O:19])=[O:18])[CH:7]=1.[PH2](O)=O.O. The catalyst is O.C(#N)C.S(=O)(=O)(O)O. The product is [C:20]1([S:17]([C:8]2[CH:9]=[CH:10][C:11]([C:12]([F:15])([F:13])[F:14])=[C:6]([Br:5])[CH:7]=2)(=[O:19])=[O:18])[CH:21]=[CH:22][CH:23]=[CH:24][CH:25]=1. The yield is 0.790. (7) The reactants are [CH3:1][O:2][C:3](=[O:25])[CH:4]([O:6][C:7]1[CH:12]=[CH:11][C:10]([NH:13][C:14](=[O:24])[CH2:15][O:16]CC2C=CC=CC=2)=[CH:9][CH:8]=1)[CH3:5]. The catalyst is CO.[Pd]. The product is [CH3:1][O:2][C:3](=[O:25])[CH:4]([O:6][C:7]1[CH:12]=[CH:11][C:10]([NH:13][C:14](=[O:24])[CH2:15][OH:16])=[CH:9][CH:8]=1)[CH3:5]. The yield is 0.363.